From a dataset of Full USPTO retrosynthesis dataset with 1.9M reactions from patents (1976-2016). Predict the reactants needed to synthesize the given product. (1) Given the product [Cl:3][CH2:14][C:11]1[CH:10]=[CH:9][C:8]([CH:7]([O:16][CH3:17])[O:6][CH3:5])=[N:13][CH:12]=1, predict the reactants needed to synthesize it. The reactants are: S(Cl)([Cl:3])=O.[CH3:5][O:6][CH:7]([O:16][CH3:17])[C:8]1[N:13]=[CH:12][C:11]([CH2:14]O)=[CH:10][CH:9]=1. (2) Given the product [Cl:1][C:2]1[CH:7]=[CH:6][C:5]([CH2:8][NH:9][C:10]([C:12]2[NH:13][C:14]3[C:19]([CH:20]=2)=[CH:18][C:17]([NH:21][C:22](=[O:30])[CH2:23][CH2:24][OH:25])=[CH:16][CH:15]=3)=[O:11])=[C:4]([F:31])[C:3]=1[O:32][C:33]1[CH:38]=[C:37]([C:39]#[N:40])[CH:36]=[C:35]([Cl:41])[CH:34]=1, predict the reactants needed to synthesize it. The reactants are: [Cl:1][C:2]1[CH:7]=[CH:6][C:5]([CH2:8][NH:9][C:10]([C:12]2[NH:13][C:14]3[C:19]([CH:20]=2)=[CH:18][C:17]([NH:21][C:22](=[O:30])[CH2:23][CH2:24][O:25]C(C)(C)C)=[CH:16][CH:15]=3)=[O:11])=[C:4]([F:31])[C:3]=1[O:32][C:33]1[CH:38]=[C:37]([C:39]#[N:40])[CH:36]=[C:35]([Cl:41])[CH:34]=1.